This data is from Forward reaction prediction with 1.9M reactions from USPTO patents (1976-2016). The task is: Predict the product of the given reaction. (1) Given the reactants [Br:1][C:2]1[CH:3]=[C:4]([CH:8]=[CH:9][C:10]=1[C:11]([N:13]1[CH2:17][CH2:16][CH2:15][CH2:14]1)=[O:12])[C:5]([OH:7])=O.CN(C(ON1N=NC2C=CC=CC1=2)=[N+](C)C)C.[B-](F)(F)(F)F.C(N(C(C)C)CC)(C)C.[Cl:49][C:50]1[CH:64]=[CH:63][C:53]2[NH:54][C:55]([C@@H:57]([NH2:62])[CH2:58][CH2:59][S:60][CH3:61])=[N:56][C:52]=2[CH:51]=1.BrCl, predict the reaction product. The product is: [Br:1][C:2]1[CH:3]=[C:4]([CH:8]=[CH:9][C:10]=1[C:11]([N:13]1[CH2:17][CH2:16][CH2:15][CH2:14]1)=[O:12])[C:5]([NH:62][C@H:57]([C:55]1[NH:54][C:53]2[CH:63]=[CH:64][C:50]([Cl:49])=[CH:51][C:52]=2[N:56]=1)[CH2:58][CH2:59][S:60][CH3:61])=[O:7]. (2) Given the reactants [C:1]([O:5][C:6]([N:8]1[CH2:21][CH2:20][C:11]2[NH:12][C:13]3[C:14](I)=[CH:15][CH:16]=[CH:17][C:18]=3[C:10]=2[CH2:9]1)=[O:7])([CH3:4])([CH3:3])[CH3:2].P([O-])([O-])([O-])=O.[K+].[K+].[K+].[CH3:30][N:31]([CH3:35])[CH2:32][CH2:33][OH:34], predict the reaction product. The product is: [CH3:30][N:31]([CH3:35])[CH2:32][CH2:33][O:34][C:14]1[C:13]2[NH:12][C:11]3[CH2:20][CH2:21][N:8]([C:6]([O:5][C:1]([CH3:4])([CH3:3])[CH3:2])=[O:7])[CH2:9][C:10]=3[C:18]=2[CH:17]=[CH:16][CH:15]=1. (3) Given the reactants [F:1][C:2]([F:47])([F:46])[C:3]1[CH:4]=[C:5]([C@H:13]2[O:17][C:16](=[O:18])[N:15]([CH2:19][C:20]3[CH:25]=[C:24]([C:26]([F:29])([F:28])[F:27])[CH:23]=[CH:22][C:21]=3[C:30]3[CH:34]=[CH:33][N:32]([Si](C(C)C)(C(C)C)C(C)C)[CH:31]=3)[C@H:14]2[CH3:45])[CH:6]=[C:7]([C:9]([F:12])([F:11])[F:10])[CH:8]=1.CCCC[N+](CCCC)(CCCC)CCCC.[F-], predict the reaction product. The product is: [F:47][C:2]([F:1])([F:46])[C:3]1[CH:4]=[C:5]([C@H:13]2[O:17][C:16](=[O:18])[N:15]([CH2:19][C:20]3[CH:25]=[C:24]([C:26]([F:29])([F:28])[F:27])[CH:23]=[CH:22][C:21]=3[C:30]3[CH:34]=[CH:33][NH:32][CH:31]=3)[C@H:14]2[CH3:45])[CH:6]=[C:7]([C:9]([F:12])([F:11])[F:10])[CH:8]=1. (4) Given the reactants [Br:1][C:2]1[C:3]([CH3:20])=[C:4]([N+:17]([O-:19])=[O:18])[C:5]([CH:8](C(OC)=O)C(OC)=O)=[N:6][CH:7]=1.Cl, predict the reaction product. The product is: [Br:1][C:2]1[C:3]([CH3:20])=[C:4]([N+:17]([O-:19])=[O:18])[C:5]([CH3:8])=[N:6][CH:7]=1. (5) Given the reactants Br[CH2:2][CH2:3][C:4]([C:7]1[CH:12]=[CH:11][C:10]([F:13])=[CH:9][CH:8]=1)([F:6])[F:5].[C:14]([O-:17])(=[S:16])[CH3:15].[K+], predict the reaction product. The product is: [F:5][C:4]([F:6])([C:7]1[CH:12]=[CH:11][C:10]([F:13])=[CH:9][CH:8]=1)[CH2:3][CH2:2][S:16][C:14](=[O:17])[CH3:15].